This data is from Reaction yield outcomes from USPTO patents with 853,638 reactions. The task is: Predict the reaction yield, written as a fraction of the theoretical maximum amount of product (1.0 means a 100% yield; for example, 0.34 means a 34% yield). (1) The reactants are C(OC([NH:8][C:9]1([C:14]([O:16][CH2:17][C:18]2[CH:23]=[CH:22][CH:21]=[CH:20][CH:19]=2)=[O:15])[CH2:13][CH2:12][O:11][CH2:10]1)=O)(C)(C)C.C(O)(C(F)(F)F)=O. The catalyst is C(Cl)Cl. The product is [NH2:8][C:9]1([C:14]([O:16][CH2:17][C:18]2[CH:23]=[CH:22][CH:21]=[CH:20][CH:19]=2)=[O:15])[CH2:13][CH2:12][O:11][CH2:10]1. The yield is 1.00. (2) The reactants are [CH2:1]([C:3]1([CH2:7][OH:8])[CH2:6][O:5][CH2:4]1)[CH3:2].C(OC1C(OC(=O)C)=C(I)C=CC=1)(=[O:11])C.CC1(C)N([O])C(C)(C)CCC1.[OH-].[Na+]. The catalyst is C(#N)C.O. The product is [CH2:1]([C:3]1([C:7]([OH:11])=[O:8])[CH2:6][O:5][CH2:4]1)[CH3:2]. The yield is 0.570. (3) The reactants are [F:1][C:2]1[CH:3]=[CH:4][C:5]([NH:8][C:9](=[O:31])[CH2:10][S:11]C(C2C=CC=CC=2)(C2C=CC=CC=2)C2C=CC=CC=2)=[N:6][CH:7]=1.FC(F)(F)C(O)=O. The catalyst is ClCCl. The product is [F:1][C:2]1[CH:3]=[CH:4][C:5]([NH:8][C:9](=[O:31])[CH2:10][SH:11])=[N:6][CH:7]=1. The yield is 0.990. (4) The reactants are [CH3:1][C:2]1([CH3:9])[CH2:7][CH2:6][C:5](=[O:8])[CH:4]=[CH:3]1. The catalyst is [Pd]. The product is [CH3:1][C:2]1([CH3:9])[CH2:7][CH2:6][C:5](=[O:8])[CH2:4][CH2:3]1. The yield is 0.640. (5) The product is [CH2:15]([N:17]([C@@H:25]1[CH2:29][CH2:28][N:27]([C:8]2[CH:13]=[CH:12][C:11]([I:14])=[CH:10][N:9]=2)[CH2:26]1)[C:18](=[O:24])[O:19][C:20]([CH3:23])([CH3:21])[CH3:22])[CH3:16]. The yield is 0.390. The catalyst is CS(C)=O.O. The reactants are C(=O)([O-])[O-].[K+].[K+].F[C:8]1[CH:13]=[CH:12][C:11]([I:14])=[CH:10][N:9]=1.[CH2:15]([N:17]([C@@H:25]1[CH2:29][CH2:28][NH:27][CH2:26]1)[C:18](=[O:24])[O:19][C:20]([CH3:23])([CH3:22])[CH3:21])[CH3:16]. (6) The reactants are F[C:2]1[CH:7]=[CH:6][C:5]([N+:8]([O-:10])=[O:9])=[CH:4][CH:3]=1.[CH3:11][O:12][C:13]1[CH:18]=[CH:17][CH:16]=[CH:15][C:14]=1[OH:19].[N+](C1C=CC(OC2C=CC=CC=2)=CN=1)([O-])=O. No catalyst specified. The product is [CH3:11][O:12][C:13]1[CH:18]=[CH:17][CH:16]=[CH:15][C:14]=1[O:19][C:2]1[CH:7]=[CH:6][C:5]([N+:8]([O-:10])=[O:9])=[CH:4][CH:3]=1. The yield is 1.00. (7) The reactants are [O:1]=[C:2]1[C:7]([C:8]2[O:9][C:10]3[C:11](=[C:13]([C:17]([OH:19])=O)[CH:14]=[CH:15][CH:16]=3)[N:12]=2)=[CH:6][CH:5]=[CH:4][NH:3]1.Cl.C(N=C=NCCCN(C)C)C.ON1C2C=CC=CC=2N=N1.Cl.Cl.[NH2:44][C@H:45]1[CH:50]2[CH2:51][CH2:52][N:47]([CH2:48][CH2:49]2)[CH2:46]1.C(N(CC)CC)C. The catalyst is CN(C=O)C.ClCCl. The product is [N:47]12[CH2:52][CH2:51][CH:50]([CH2:49][CH2:48]1)[C@H:45]([NH:44][C:17]([C:13]1[CH:14]=[CH:15][CH:16]=[C:10]3[O:9][C:8]([C:7]4[C:2](=[O:1])[NH:3][CH:4]=[CH:5][CH:6]=4)=[N:12][C:11]=13)=[O:19])[CH2:46]2. The yield is 0.540. (8) The reactants are Cl[CH2:2][C@@H:3]1[O:12][CH2:11][C@@H:6]2[CH2:7][O:8][CH2:9][CH2:10][N:5]2[CH2:4]1.[C:13]([O-:16])(=[O:15])[CH3:14].[K+]. The catalyst is CN(C=O)C. The product is [C:13]([O:16][CH2:2][CH:3]1[O:12][CH2:11][CH:6]2[CH2:7][O:8][CH2:9][CH2:10][N:5]2[CH2:4]1)(=[O:15])[CH3:14]. The yield is 0.420. (9) The reactants are [C:1]([O:5][C:6]([NH:8][C@H:9]([CH2:12][O:13][CH2:14][C:15]1[CH:20]=[CH:19][CH:18]=[CH:17][CH:16]=1)[CH2:10][NH2:11])=[O:7])([CH3:4])([CH3:3])[CH3:2].[C:21]([O:25][C:26]([NH:28][C@@H:29]([CH2:32][O:33][CH2:34][C:35]1[CH:40]=[CH:39][CH:38]=[CH:37][CH:36]=1)[CH:30]=O)=[O:27])([CH3:24])([CH3:23])[CH3:22].C([BH3-])#N.[Na+].C(O)(=O)C. The catalyst is C(O)C. The product is [C:1]([O:5][C:6]([NH:8][C@H:9]([CH2:12][O:13][CH2:14][C:15]1[CH:16]=[CH:17][CH:18]=[CH:19][CH:20]=1)[CH2:10][NH:11][CH2:30][CH:29]([NH:28][C:26]([O:25][C:21]([CH3:22])([CH3:24])[CH3:23])=[O:27])[CH2:32][O:33][CH2:34][C:35]1[CH:36]=[CH:37][CH:38]=[CH:39][CH:40]=1)=[O:7])([CH3:4])([CH3:2])[CH3:3]. The yield is 0.220. (10) The reactants are C([Li])CCC.CCCCCC.C(NC(C)C)(C)C.[Cl:19][C:20]1[N:28]=[C:27]([Cl:29])[C:26]([F:30])=[CH:25][C:21]=1[C:22]([OH:24])=[O:23].CN([CH:34]=[O:35])C.Cl. The catalyst is C1COCC1. The product is [Cl:19][C:20]1[C:21]2[C:22](=[O:24])[O:23][CH:34]([OH:35])[C:25]=2[C:26]([F:30])=[C:27]([Cl:29])[N:28]=1. The yield is 0.677.